Predict the reactants needed to synthesize the given product. From a dataset of Full USPTO retrosynthesis dataset with 1.9M reactions from patents (1976-2016). (1) Given the product [CH3:18][O:17][C:7]1[C:5]2[N:6]=[C:2]([NH:1][C:19]([N:23]3[CH2:28][CH2:27][O:26][CH2:25][CH2:24]3)=[O:20])[S:3][C:4]=2[C:10]([N:11]2[CH2:16][CH2:15][O:14][CH2:13][CH2:12]2)=[CH:9][CH:8]=1, predict the reactants needed to synthesize it. The reactants are: [NH2:1][C:2]1[S:3][C:4]2[C:10]([N:11]3[CH2:16][CH2:15][O:14][CH2:13][CH2:12]3)=[CH:9][CH:8]=[C:7]([O:17][CH3:18])[C:5]=2[N:6]=1.[C:19](Cl)(Cl)=[O:20].[NH:23]1[CH2:28][CH2:27][O:26][CH2:25][CH2:24]1. (2) Given the product [NH2:30][C:27]1[CH:26]=[CH:25][C:24]([C:7]2[N:8]=[C:9]([NH:11][C:12]3[CH:17]=[C:16]([O:18][CH3:19])[C:15]([O:20][CH3:21])=[C:14]([O:22][CH3:23])[CH:13]=3)[C:10]3=[C:2]([CH3:1])[N:3]=[C:4]([CH3:33])[N:5]3[N:6]=2)=[CH:29][CH:28]=1, predict the reactants needed to synthesize it. The reactants are: [CH3:1][C:2]1[N:3]=[C:4]([CH3:33])[N:5]2[C:10]=1[C:9]([NH:11][C:12]1[CH:17]=[C:16]([O:18][CH3:19])[C:15]([O:20][CH3:21])=[C:14]([O:22][CH3:23])[CH:13]=1)=[N:8][C:7]([C:24]1[CH:29]=[CH:28][C:27]([N+:30]([O-])=O)=[CH:26][CH:25]=1)=[N:6]2. (3) Given the product [CH3:2][C:1]1([CH3:6])[O:25][C@@H:22]([C:15]2[CH:16]=[CH:17][C:18]([N+:19]([O-:21])=[O:20])=[C:13]([CH3:12])[CH:14]=2)[CH2:23][O:24]1, predict the reactants needed to synthesize it. The reactants are: [C:1]1(C)[CH:6]=CC(S(O)(=O)=O)=C[CH:2]=1.[CH3:12][C:13]1[CH:14]=[C:15]([C@H:22]([OH:25])[CH2:23][OH:24])[CH:16]=[CH:17][C:18]=1[N+:19]([O-:21])=[O:20].COC(OC)(C)C.